The task is: Predict the product of the given reaction.. This data is from Forward reaction prediction with 1.9M reactions from USPTO patents (1976-2016). (1) Given the reactants [NH2:1][CH2:2][CH2:3][CH2:4][NH:5]C(=O)OC(C)(C)C.C(N(CC)CC)C.[CH3:20][S:21]([Cl:24])(=[O:23])=[O:22].C(OCC)(=O)C, predict the reaction product. The product is: [ClH:24].[NH2:1][CH2:2][CH2:3][CH2:4][NH:5][S:21]([CH3:20])(=[O:23])=[O:22]. (2) Given the reactants Br[C:2]1[C:7](OCOCC[Si](C)(C)C)=[CH:6][CH:5]=[C:4]([CH2:17][O:18][CH2:19]OCC[Si](C)(C)C)[N:3]=1.[Li]CC[CH2:30][CH3:31].[CH3:32][C:33]([CH3:37])(C)[CH:34]=O.C1C[O:41]CC1, predict the reaction product. The product is: [CH3:19][O:18][CH:17]([C:4]1[C:5]([OH:41])=[CH:6][CH:7]=[C:2]([CH:30]=[CH2:31])[N:3]=1)[C:33]([CH3:37])([CH3:34])[CH3:32]. (3) Given the reactants [Cl:1][C:2]1[CH:3]=[CH:4][C:5]([CH3:12])=[C:6]([CH:11]=1)[C:7]([NH:9][CH3:10])=[O:8].C([N-]C(C)C)(C)C.[Li+].[F:21][C:22]1[CH:29]=[CH:28][C:25](C#N)=[CH:24][C:23]=1[O:30][CH3:31].[NH4+].[Cl-], predict the reaction product. The product is: [Cl:1][C:2]1[CH:11]=[C:6]2[C:5]([CH:12]=[C:10]([C:25]3[CH:28]=[CH:29][C:22]([F:21])=[C:23]([O:30][CH3:31])[CH:24]=3)[NH:9][C:7]2=[O:8])=[CH:4][CH:3]=1. (4) The product is: [N:49]1[CH:50]=[CH:51][CH:52]=[CH:53][C:48]=1[CH:34]1[C:35]([C:37]2[CH:38]=[CH:39][C:40]3[O:45][CH2:44][C:43](=[O:46])[NH:42][C:41]=3[CH:47]=2)=[CH:5][C:4]2[C:3](=[CH:28][CH:27]=[CH:26][CH:25]=2)[S:2]1. Given the reactants [Br-].[SH:2][C:3]1[CH:28]=[CH:27][CH:26]=[CH:25][C:4]=1[CH2:5][P+](C1C=CC=CC=1)(C1C=CC=CC=1)C1C=CC=CC=1.C[O-].[Na+].Br.Br[CH:34]([C:48]1[CH:53]=[CH:52][CH:51]=[CH:50][N:49]=1)[C:35]([C:37]1[CH:38]=[CH:39][C:40]2[O:45][CH2:44][C:43](=[O:46])[NH:42][C:41]=2[CH:47]=1)=O.C1COCC1, predict the reaction product. (5) Given the reactants O[C:2]1[C:15]2[C:6](=[N:7][C:8]3[C:13]([N:14]=2)=[CH:12][CH:11]=[CH:10][CH:9]=3)[CH:5]=[CH:4][CH:3]=1.[CH3:16][O:17][CH2:18][CH2:19]CCBr, predict the reaction product. The product is: [CH:12]1[C:13]2[C:8](=[N:7][C:6]3[C:15]([N:14]=2)=[CH:2][CH:3]=[CH:4][CH:5]=3)[CH:9]=[CH:10][CH:11]=1.[CH:12]1[C:13]2[C:8](=[N:7][C:6]3[C:15]([N:14]=2)=[CH:2][CH:3]=[CH:4][CH:5]=3)[CH:9]=[CH:10][CH:11]=1.[CH3:19][CH2:18][O:17][CH2:16][CH3:2]. (6) Given the reactants [Cl:1][C:2]1[CH:3]=[N:4][C:5]([N:12]2[CH2:15][CH:14](OS(C)(=O)=O)[CH2:13]2)=[C:6]([CH:11]=1)[C:7]([O:9]C)=[O:8].[F:21][C:22]1[CH:23]=[C:24]([CH:26]=[CH:27][CH:28]=1)[NH2:25], predict the reaction product. The product is: [Cl:1][C:2]1[CH:3]=[N:4][C:5]([N:12]2[CH2:15][CH:14]([NH:25][C:24]3[CH:26]=[CH:27][CH:28]=[C:22]([F:21])[CH:23]=3)[CH2:13]2)=[C:6]([CH:11]=1)[C:7]([OH:9])=[O:8]. (7) The product is: [Cl:13][C:10]1[C:9]2[C:4](=[CH:5][C:6]([F:15])=[CH:7][C:8]=2[F:14])[N:3]=[C:2]([C:18]2[CH:19]=[CH:20][C:21]([C:23]([F:24])([F:26])[F:25])=[CH:22][C:17]=2[CH3:16])[C:11]=1[CH3:12]. Given the reactants Cl[C:2]1[C:11]([CH3:12])=[C:10]([Cl:13])[C:9]2[C:4](=[CH:5][C:6]([F:15])=[CH:7][C:8]=2[F:14])[N:3]=1.[CH3:16][C:17]1[CH:22]=[C:21]([C:23]([F:26])([F:25])[F:24])[CH:20]=[CH:19][C:18]=1B(O)O.C(=O)([O-])[O-].[K+].[K+], predict the reaction product. (8) Given the reactants [CH:1]([N:4]1[CH2:9][CH2:8][N:7]([C:10]([C:12]2[N:13]=[C:14]([CH2:17]OC(=O)C(C)(C)C)[S:15][CH:16]=2)=[O:11])[CH2:6][CH2:5]1)([CH3:3])[CH3:2].Cl.Cl.C(N1CCNCC1)(C)C.O[N:37]1[C:41]2C=[CH:43][CH:44]=[CH:45][C:40]=2N=N1.CN1CCOCC1.Cl.CN(C)CCCN=C=NCC, predict the reaction product. The product is: [CH:1]([N:4]1[CH2:5][CH2:6][N:7]([C:10]([C:12]2[N:13]=[C:14]([CH2:17][N:37]3[CH2:43][CH2:44][CH2:45][CH2:40][CH2:41]3)[S:15][CH:16]=2)=[O:11])[CH2:8][CH2:9]1)([CH3:2])[CH3:3]. (9) The product is: [CH2:22]([O:26][C:27]1[CH:32]=[C:31]([CH2:33][O:1][C:2]2[CH:10]=[C:9]3[C:5]([CH2:6][CH2:7][C@@H:8]3[CH2:11][C:12]([O:14][CH3:15])=[O:13])=[CH:4][CH:3]=2)[CH:30]=[CH:29][C:28]=1[C:35]1[CH:40]=[C:39]([O:41][CH3:42])[CH:38]=[CH:37][C:36]=1[F:43])[CH2:23][CH2:24][CH3:25].[CH2:22]([O:26][C:27]1[CH:32]=[C:31]([CH2:33][O:1][C:2]2[CH:10]=[C:9]3[C:5]([CH2:6][CH2:7][C@H:8]3[CH2:11][C:12]([O:14][CH3:15])=[O:13])=[CH:4][CH:3]=2)[CH:30]=[CH:29][C:28]=1[C:35]1[CH:40]=[C:39]([O:41][CH3:42])[CH:38]=[CH:37][C:36]=1[F:43])[CH2:23][CH2:24][CH3:25]. Given the reactants [OH:1][C:2]1[CH:10]=[C:9]2[C:5]([CH2:6][CH2:7][C@H:8]2[CH2:11][C:12]([O:14][CH3:15])=[O:13])=[CH:4][CH:3]=1.C(=O)([O-])[O-].[Cs+].[Cs+].[CH2:22]([O:26][C:27]1[CH:32]=[C:31]([CH2:33]Cl)[CH:30]=[CH:29][C:28]=1[C:35]1[CH:40]=[C:39]([O:41][CH3:42])[CH:38]=[CH:37][C:36]=1[F:43])[CH2:23][CH2:24][CH3:25], predict the reaction product. (10) Given the reactants [O:1]=[C:2]1[C:10]2[C:5](=[CH:6][CH:7]=[CH:8][CH:9]=2)[C:4](=[O:11])[N:3]1[CH2:12][C:13]1[CH:21]=[CH:20][CH:19]=[CH:18][C:14]=1[C:15](O)=[O:16].C(Cl)(=O)C(Cl)=O.C(N(CC)C(C)C)(C)C.[CH3:37][CH2:38][O:39][C:40]([N:42]1[C:46]([NH2:47])=[C:45]2[CH2:48][N:49]([C:53]([O:55][C:56]([CH3:59])([CH3:58])[CH3:57])=[O:54])[C:50]([CH3:52])([CH3:51])[C:44]2=[N:43]1)=[O:41], predict the reaction product. The product is: [CH3:37][CH2:38][O:39][C:40]([N:42]1[C:46]([NH:47][C:15](=[O:16])[C:14]2[CH:18]=[CH:19][CH:20]=[CH:21][C:13]=2[CH2:12][N:3]2[C:2](=[O:1])[C:10]3[C:5](=[CH:6][CH:7]=[CH:8][CH:9]=3)[C:4]2=[O:11])=[C:45]2[CH2:48][N:49]([C:53]([O:55][C:56]([CH3:58])([CH3:57])[CH3:59])=[O:54])[C:50]([CH3:51])([CH3:52])[C:44]2=[N:43]1)=[O:41].